Task: Predict the product of the given reaction.. Dataset: Forward reaction prediction with 1.9M reactions from USPTO patents (1976-2016) (1) Given the reactants C([O:3][C:4](=[O:36])[C:5](=[CH:9][C:10]1[CH:15]=[CH:14][C:13]([O:16][C:17]2[C:26]3[C:21](=[CH:22][C:23]([O:27][CH3:28])=[CH:24][CH:25]=3)[CH:20]=[C:19]([CH3:29])[C:18]=2[C:30]2[CH:35]=[CH:34][CH:33]=[CH:32][CH:31]=2)=[CH:12][CH:11]=1)[CH:6]([CH3:8])[CH3:7])C.CS(OC(C)CC1C=CC=C(OC)C=1)(=O)=O, predict the reaction product. The product is: [CH3:28][O:27][C:23]1[CH:22]=[C:21]2[C:26](=[CH:25][CH:24]=1)[C:17]([O:16][C:13]1[CH:12]=[CH:11][C:10]([CH:9]=[C:5]([CH:6]([CH3:8])[CH3:7])[C:4]([OH:36])=[O:3])=[CH:15][CH:14]=1)=[C:18]([C:30]1[CH:31]=[CH:32][CH:33]=[CH:34][CH:35]=1)[C:19]([CH3:29])=[CH:20]2. (2) Given the reactants [CH2:1]([C:3]([C:22]1[CH:27]=[CH:26][C:25]([OH:28])=[C:24]([CH3:29])[CH:23]=1)([C:6]1[CH:11]=[CH:10][C:9]([C:12]#[C:13][C:14]2([OH:20])[CH2:19][CH2:18][CH2:17][CH2:16][CH2:15]2)=[C:8]([CH3:21])[CH:7]=1)[CH2:4][CH3:5])[CH3:2].[H-].[Al+3].[Li+].[H-].[H-].[H-].[Cl-].[NH4+], predict the reaction product. The product is: [CH2:1]([C:3]([C:22]1[CH:27]=[CH:26][C:25]([OH:28])=[C:24]([CH3:29])[CH:23]=1)([C:6]1[CH:11]=[CH:10][C:9](/[CH:12]=[CH:13]/[C:14]2([OH:20])[CH2:19][CH2:18][CH2:17][CH2:16][CH2:15]2)=[C:8]([CH3:21])[CH:7]=1)[CH2:4][CH3:5])[CH3:2]. (3) Given the reactants [Cl:1][C:2]1[CH:8]=[CH:7][C:5]([NH2:6])=[CH:4][C:3]=1[C:9]1[CH:14]=[CH:13][CH:12]=[CH:11][N:10]=1.[N:15]1[CH:20]=[CH:19][CH:18]=[CH:17][C:16]=1[CH2:21][S:22]([C:25]1[CH:33]=[CH:32][C:28]([C:29](O)=[O:30])=[CH:27][CH:26]=1)(=[O:24])=[O:23], predict the reaction product. The product is: [Cl:1][C:2]1[CH:8]=[CH:7][C:5]([NH:6][C:29](=[O:30])[C:28]2[CH:32]=[CH:33][C:25]([S:22]([CH2:21][C:16]3[CH:17]=[CH:18][CH:19]=[CH:20][N:15]=3)(=[O:24])=[O:23])=[CH:26][CH:27]=2)=[CH:4][C:3]=1[C:9]1[CH:14]=[CH:13][CH:12]=[CH:11][N:10]=1.